This data is from Forward reaction prediction with 1.9M reactions from USPTO patents (1976-2016). The task is: Predict the product of the given reaction. (1) Given the reactants [CH3:1][N:2]1[C:6]([CH3:7])=[C:5]([S:8](Cl)(=[O:10])=[O:9])[C:4]([CH3:12])=[N:3]1.[C:13]1([CH:19]2[CH2:28][CH2:27][C:26]3[C:21](=[CH:22][CH:23]=[C:24]([O:29][C:30]4[S:31][C:32]([CH2:35][NH2:36])=[CH:33][N:34]=4)[CH:25]=3)[O:20]2)[CH:18]=[CH:17][CH:16]=[CH:15][CH:14]=1.C(N(CC)CC)C, predict the reaction product. The product is: [C:13]1([CH:19]2[CH2:28][CH2:27][C:26]3[C:21](=[CH:22][CH:23]=[C:24]([O:29][C:30]4[S:31][C:32]([CH2:35][NH:36][S:8]([C:5]5[C:4]([CH3:12])=[N:3][N:2]([CH3:1])[C:6]=5[CH3:7])(=[O:10])=[O:9])=[CH:33][N:34]=4)[CH:25]=3)[O:20]2)[CH:18]=[CH:17][CH:16]=[CH:15][CH:14]=1. (2) Given the reactants [CH2:1]([CH:8]1[O:12][C:11](=[O:13])[CH:10]=[C:9]1[OH:14])[C:2]1[CH:7]=[CH:6][CH:5]=[CH:4][CH:3]=1.[C:15]1([CH2:21][CH2:22][CH:23]=O)[CH:20]=[CH:19][CH:18]=[CH:17][CH:16]=1.[NH:25]1[C:33]2[C:28](=[CH:29][CH:30]=[CH:31][CH:32]=2)[C:27]([CH2:34][CH2:35][NH:36][C:37](=[O:39])[CH3:38])=[CH:26]1, predict the reaction product. The product is: [CH2:1]([CH:8]1[O:12][C:11](=[O:13])[C:10]([CH:23]([C:26]2[NH:25][C:33]3[C:28]([C:27]=2[CH2:34][CH2:35][NH:36][C:37](=[O:39])[CH3:38])=[CH:29][CH:30]=[CH:31][CH:32]=3)[CH2:22][CH2:21][C:15]2[CH:20]=[CH:19][CH:18]=[CH:17][CH:16]=2)=[C:9]1[OH:14])[C:2]1[CH:3]=[CH:4][CH:5]=[CH:6][CH:7]=1. (3) Given the reactants [NH2:1][C:2]1[C:7]([C:8]([C:10]2[CH:15]=[CH:14][C:13]([O:16][CH3:17])=[CH:12][CH:11]=2)=[O:9])=[CH:6][N:5]=[C:4](S(CC)=O)[N:3]=1.[NH2:22][CH:23]1[CH2:28][CH2:27][N:26]([C:29](=[O:31])[CH3:30])[CH2:25][CH2:24]1, predict the reaction product. The product is: [NH2:1][C:2]1[C:7]([C:8](=[O:9])[C:10]2[CH:11]=[CH:12][C:13]([O:16][CH3:17])=[CH:14][CH:15]=2)=[CH:6][N:5]=[C:4]([NH:22][CH:23]2[CH2:28][CH2:27][N:26]([C:29](=[O:31])[CH3:30])[CH2:25][CH2:24]2)[N:3]=1. (4) Given the reactants [CH:1]1([CH2:4][O:5][C:6]2[CH:11]=[CH:10][C:9]([C:12]3[O:13][C:14]4[CH:20]=[C:19]([O:21][CH2:22][C@@H:23]([NH:25][C:26](=O)[O:27]C(C)(C)C)[CH3:24])[CH:18]=[CH:17][C:15]=4[N:16]=3)=[CH:8][C:7]=2[F:33])[CH2:3][CH2:2]1.C[Si]([N:38]=C=O)(C)C, predict the reaction product. The product is: [CH:1]1([CH2:4][O:5][C:6]2[CH:11]=[CH:10][C:9]([C:12]3[O:13][C:14]4[CH:20]=[C:19]([O:21][CH2:22][C@@H:23]([NH:25][C:26]([NH2:38])=[O:27])[CH3:24])[CH:18]=[CH:17][C:15]=4[N:16]=3)=[CH:8][C:7]=2[F:33])[CH2:3][CH2:2]1. (5) Given the reactants [CH3:1][C@@H:2]([NH:9][C:10](=[O:27])[C@:11]1([CH2:24][CH:25]=C)[CH2:15][CH2:14][CH2:13][N:12]1[C:16](=[O:23])[C:17]1[CH:22]=[CH:21][CH:20]=[CH:19][CH:18]=1)[C:3]1[CH:8]=[CH:7][CH:6]=[CH:5][CH:4]=1.O=[O+][O-].O=O.C([SiH](CC)CC)C, predict the reaction product. The product is: [C:16]([N:12]1[C:11]2([CH2:24][CH2:25][N:9]([C@H:2]([CH3:1])[C:3]3[CH:8]=[CH:7][CH:6]=[CH:5][CH:4]=3)[C:10]2=[O:27])[CH2:15][CH2:14][CH2:13]1)(=[O:23])[C:17]1[CH:22]=[CH:21][CH:20]=[CH:19][CH:18]=1. (6) Given the reactants CON(C)[C:4](=[O:38])[C:5]1[CH:10]=[CH:9][C:8]([C:11]2[N:15]3[N:16]=[CH:17][CH:18]=[C:19]([N:20]4[CH2:25][CH2:24][O:23][CH2:22][CH2:21]4)[C:14]3=[N:13][C:12]=2[C:26]#[C:27][C:28]2[CH:37]=[CH:36][C:35]3[C:30](=[CH:31][CH:32]=[CH:33][CH:34]=3)[N:29]=2)=[CH:7][CH:6]=1.[CH3:40][Mg]Br, predict the reaction product. The product is: [O:23]1[CH2:22][CH2:21][N:20]([C:19]2[C:14]3[N:15]([C:11]([C:8]4[CH:7]=[CH:6][C:5]([C:4](=[O:38])[CH3:40])=[CH:10][CH:9]=4)=[C:12]([C:26]#[C:27][C:28]4[CH:37]=[CH:36][C:35]5[C:30](=[CH:31][CH:32]=[CH:33][CH:34]=5)[N:29]=4)[N:13]=3)[N:16]=[CH:17][CH:18]=2)[CH2:25][CH2:24]1.